The task is: Predict which catalyst facilitates the given reaction.. This data is from Catalyst prediction with 721,799 reactions and 888 catalyst types from USPTO. (1) Reactant: C[C:2]1[CH:7]=[CH:6][C:5]([N+:8]([O-])=O)=[CH:4][C:3]=1[O:11][CH3:12].[CH2:13](O)C. Product: [CH3:13][C:6]1[CH:7]=[CH:2][C:3]([O:11][CH3:12])=[CH:4][C:5]=1[NH2:8]. The catalyst class is: 45. (2) Reactant: [Cl:1][C:2]1[C:3]([O:12][C:13]2[CH:18]=[C:17]([O:19][CH:20]([CH3:22])[CH3:21])[CH:16]=[CH:15][C:14]=2[CH2:23][CH2:24][CH2:25][OH:26])=[N:4][CH:5]=[C:6]([C:8]([F:11])([F:10])[F:9])[CH:7]=1.[CH:27]1([N:33]2[C:37]([CH2:38][CH2:39][C:40]([O:42]CC)=[O:41])=[CH:36][C:35](O)=[N:34]2)[CH2:32][CH2:31][CH2:30][CH2:29][CH2:28]1.C(P(CCCC)CCCC)CCC.N(C(N1CCCCC1)=O)=NC(N1CCCCC1)=O.O1CCCC1CO.[OH-].[Na+].Cl. Product: [Cl:1][C:2]1[C:3]([O:12][C:13]2[CH:18]=[C:17]([O:19][CH:20]([CH3:21])[CH3:22])[CH:16]=[CH:15][C:14]=2[CH2:23][CH2:24][CH2:25][O:26][C:35]2[CH:36]=[C:37]([CH2:38][CH2:39][C:40]([OH:42])=[O:41])[N:33]([CH:27]3[CH2:32][CH2:31][CH2:30][CH2:29][CH2:28]3)[N:34]=2)=[N:4][CH:5]=[C:6]([C:8]([F:11])([F:10])[F:9])[CH:7]=1. The catalyst class is: 7. (3) Reactant: [OH:1][CH:2]([CH:8]([NH:16][C:17](=[O:35])[C:18]1[CH:23]=[CH:22][CH:21]=[N:20][C:19]=1[C:24]1[N:25]=[C:26]([C:29]2[CH:34]=[CH:33][CH:32]=[CH:31][CH:30]=2)[S:27][CH:28]=1)[CH2:9][C:10]1[CH:15]=[CH:14][CH:13]=[CH:12][CH:11]=1)[C:3]([O:5]CC)=[O:4].C1COCC1. Product: [OH:1][CH:2]([CH:8]([NH:16][C:17](=[O:35])[C:18]1[CH:23]=[CH:22][CH:21]=[N:20][C:19]=1[C:24]1[N:25]=[C:26]([C:29]2[CH:30]=[CH:31][CH:32]=[CH:33][CH:34]=2)[S:27][CH:28]=1)[CH2:9][C:10]1[CH:11]=[CH:12][CH:13]=[CH:14][CH:15]=1)[C:3]([OH:5])=[O:4]. The catalyst class is: 6. (4) Reactant: [NH:1]1[CH2:6][CH2:5][CH:4]([CH2:7][CH2:8][CH2:9][C:10]([NH2:12])=[O:11])[CH2:3][CH2:2]1.[CH3:13][NH:14][C:15]([N:17]1[C:25]2[C:20](=[CH:21][C:22]([O:26][C:27]3[CH:32]=[CH:31][N:30]=[C:29]([N:33](C(OC4C=CC=CC=4)=O)[C:34](=O)[O:35]C4C=CC=CC=4)[CH:28]=3)=[CH:23][CH:24]=2)[CH:19]=[CH:18]1)=[O:16]. Product: [CH3:13][NH:14][C:15]([N:17]1[C:25]2[C:20](=[CH:21][C:22]([O:26][C:27]3[CH:32]=[CH:31][N:30]=[C:29]([NH:33][C:34]([N:1]4[CH2:6][CH2:5][CH:4]([CH2:7][CH2:8][CH2:9][C:10](=[O:11])[NH2:12])[CH2:3][CH2:2]4)=[O:35])[CH:28]=3)=[CH:23][CH:24]=2)[CH:19]=[CH:18]1)=[O:16]. The catalyst class is: 9. (5) Reactant: C(NC(C)C)(C)C.C([Li])CCC.C[O:14][C:15]([CH:17]1[CH2:22][CH2:21][N:20]([O:23][CH3:24])[CH2:19][CH2:18]1)=[O:16].[CH3:25][O:26][C:27]1[CH:44]=[CH:43][C:30]([CH2:31][S:32][S:32][CH2:31][C:30]2[CH:43]=[CH:44][C:27]([O:26][CH3:25])=[CH:28][CH:29]=2)=[CH:29][CH:28]=1. Product: [CH3:24][O:23][N:20]1[CH2:21][CH2:22][C:17]([S:32][CH2:31][C:30]2[CH:43]=[CH:44][C:27]([O:26][CH3:25])=[CH:28][CH:29]=2)([C:15]([OH:14])=[O:16])[CH2:18][CH2:19]1. The catalyst class is: 7. (6) Reactant: [C:1]([O:5][C:6]([O:8][C:9]1[CH:10]=[CH:11][C:12]([C@@H:20]([O:50][Si:51]([C:54]([CH3:57])([CH3:56])[CH3:55])([CH3:53])[CH3:52])[CH2:21][N:22]([CH2:30][CH2:31][CH2:32][CH2:33][CH2:34][CH2:35][O:36][CH2:37][CH2:38][CH2:39][CH2:40][C:41]2[CH:46]=[CH:45][C:44]([N+:47]([O-])=O)=[CH:43][CH:42]=2)[C:23](=[O:29])[O:24][C:25]([CH3:28])([CH3:27])[CH3:26])=[C:13]2[C:18]=1[NH:17][C:16](=[O:19])[CH:15]=[CH:14]2)=[O:7])([CH3:4])([CH3:3])[CH3:2].[H][H]. Product: [NH2:47][C:44]1[CH:43]=[CH:42][C:41]([CH2:40][CH2:39][CH2:38][CH2:37][O:36][CH2:35][CH2:34][CH2:33][CH2:32][CH2:31][CH2:30][N:22]([CH2:21][C@@H:20]([C:12]2[CH:11]=[CH:10][C:9]([O:8][C:6]([O:5][C:1]([CH3:4])([CH3:3])[CH3:2])=[O:7])=[C:18]3[C:13]=2[CH:14]=[CH:15][C:16](=[O:19])[NH:17]3)[O:50][Si:51]([C:54]([CH3:57])([CH3:56])[CH3:55])([CH3:53])[CH3:52])[C:23](=[O:29])[O:24][C:25]([CH3:28])([CH3:27])[CH3:26])=[CH:46][CH:45]=1. The catalyst class is: 19. (7) Reactant: [OH-].[Na+].[CH3:3][O:4][C:5]1[CH:10]=[CH:9][C:8]([OH:11])=[CH:7][CH:6]=1.[CH2:12]([CH:14]1[O:16][CH2:15]1)Cl.CCOC(C)=O. Product: [CH3:3][O:4][C:5]1[CH:10]=[CH:9][C:8]([O:11][CH2:12][CH:14]2[CH2:15][O:16]2)=[CH:7][CH:6]=1. The catalyst class is: 6. (8) Reactant: [C:1]([O:5][C:6]([NH:8][C@H:9]1[CH2:14][CH2:13][C@H:12]([C:15]([OH:17])=O)[CH2:11][CH2:10]1)=[O:7])([CH3:4])([CH3:3])[CH3:2].Cl.[CH3:19][NH:20][O:21][CH3:22].C1C=NC2N(O)N=NC=2C=1.CCN(C(C)C)C(C)C.C(Cl)CCl. Product: [CH3:22][O:21][N:20]([CH3:19])[C:15]([C@H:12]1[CH2:11][CH2:10][C@H:9]([NH:8][C:6](=[O:7])[O:5][C:1]([CH3:2])([CH3:3])[CH3:4])[CH2:14][CH2:13]1)=[O:17]. The catalyst class is: 2.